This data is from Catalyst prediction with 721,799 reactions and 888 catalyst types from USPTO. The task is: Predict which catalyst facilitates the given reaction. (1) Reactant: [CH3:1][O:2][C:3]([CH2:5][C:6]1[CH:11]=[CH:10][CH:9]=[CH:8][CH:7]=1)=[O:4].P([O-])([O-])([O-])=[O:13].[K+].[K+].[K+]. Product: [OH:13][C@@H:5]([C:6]1[CH:11]=[CH:10][CH:9]=[CH:8][CH:7]=1)[C:3]([O:2][CH3:1])=[O:4]. The catalyst class is: 8. (2) Reactant: Br[C:2]1[CH:7]=[CH:6][N:5]2[C:8](=[O:15])[N:9]([CH2:11][CH:12]([CH3:14])[CH3:13])[N:10]=[C:4]2[C:3]=1[C:16]1[CH:21]=[CH:20][C:19]([Cl:22])=[CH:18][CH:17]=1.[C:23]([O-:26])([O-])=O.[K+].[K+]. Product: [Cl:22][C:19]1[CH:20]=[CH:21][C:16]([C:3]2[C:4]3[N:5]([C:8](=[O:15])[N:9]([CH2:11][CH:12]([CH3:14])[CH3:13])[N:10]=3)[CH:6]=[CH:7][C:2]=2[C:3]2[CH:4]=[N:5][C:6]([O:26][CH3:23])=[CH:7][CH:2]=2)=[CH:17][CH:18]=1. The catalyst class is: 70.